Task: Predict which catalyst facilitates the given reaction.. Dataset: Catalyst prediction with 721,799 reactions and 888 catalyst types from USPTO (1) Reactant: [S:1]1[CH:5]=[CH:4][CH:3]=[C:2]1[CH2:6][NH:7][C:8]([C:10]1[N:11]=[C:12]2[C:17]([C:18]([F:21])([F:20])[F:19])=[CH:16][C:15]([C:22]3[CH:27]=[CH:26][CH:25]=[CH:24][CH:23]=3)=[CH:14][N:13]2[CH:28]=1)=[O:9].C1C(=O)N([Br:36])C(=O)C1. Product: [S:1]1[CH:5]=[CH:4][CH:3]=[C:2]1[CH2:6][NH:7][C:8]([C:10]1[N:11]=[C:12]2[C:17]([C:18]([F:21])([F:19])[F:20])=[CH:16][C:15]([C:22]3[CH:27]=[CH:26][CH:25]=[CH:24][CH:23]=3)=[CH:14][N:13]2[C:28]=1[Br:36])=[O:9]. The catalyst class is: 3. (2) Reactant: [OH:1][C@H:2]1[CH2:7][CH2:6][CH2:5][C@@H:4]([CH2:8][O:9][C:10]([CH3:19])([CH3:18])[C:11]([O:13][C:14]([CH3:17])([CH3:16])[CH3:15])=[O:12])[CH2:3]1.[H-].[Na+].I[CH2:23][C:24]1[N:25]=[C:26]([C:31]2[CH:36]=[CH:35][CH:34]=[C:33]([O:37][CH3:38])[CH:32]=2)[O:27][C:28]=1[CH2:29][CH3:30].C(OCC)(=O)C. Product: [CH2:29]([C:28]1[O:27][C:26]([C:31]2[CH:36]=[CH:35][CH:34]=[C:33]([O:37][CH3:38])[CH:32]=2)=[N:25][C:24]=1[CH2:23][O:1][C@H:2]1[CH2:7][CH2:6][CH2:5][C@@H:4]([CH2:8][O:9][C:10]([CH3:19])([CH3:18])[C:11]([O:13][C:14]([CH3:17])([CH3:16])[CH3:15])=[O:12])[CH2:3]1)[CH3:30]. The catalyst class is: 237. (3) Reactant: Cl.[NH:2]1[CH2:7][CH2:6][CH:5]([CH2:8][O:9][C:10]2[CH:11]=[C:12]3[C:17](=[CH:18][CH:19]=2)[NH:16][C:15](=[C:20]2[C:28]4[C:23](=[CH:24][CH:25]=[CH:26][CH:27]=4)[NH:22][C:21]2=[O:29])[CH:14]=[CH:13]3)[CH2:4][CH2:3]1.C=O.[C:32]([BH3-])#N.[Na+].C(=O)(O)[O-].[Na+]. Product: [CH3:32][N:2]1[CH2:7][CH2:6][CH:5]([CH2:8][O:9][C:10]2[CH:11]=[C:12]3[C:17](=[CH:18][CH:19]=2)[NH:16][C:15](=[C:20]2[C:28]4[C:23](=[CH:24][CH:25]=[CH:26][CH:27]=4)[NH:22][C:21]2=[O:29])[CH:14]=[CH:13]3)[CH2:4][CH2:3]1. The catalyst class is: 36. (4) Reactant: Cl[C:2]1[C:7]2[C:8](=[O:12])[NH:9][N:10]=[CH:11][C:6]=2[CH:5]=[C:4]([Cl:13])[N:3]=1.CCN(C(C)C)C(C)C.[CH3:23][C:24]1[C:32]2[C:27](=[C:28]([NH2:33])[CH:29]=[CH:30][CH:31]=2)[NH:26][CH:25]=1.O. Product: [Cl:13][C:4]1[N:3]=[C:2]([NH:33][C:28]2[CH:29]=[CH:30][CH:31]=[C:32]3[C:27]=2[NH:26][CH:25]=[C:24]3[CH3:23])[C:7]2[C:8](=[O:12])[NH:9][N:10]=[CH:11][C:6]=2[CH:5]=1. The catalyst class is: 16. (5) Reactant: Cl[C:2]1[CH:7]=[C:6]([NH:8][NH2:9])[N:5]=[CH:4][N:3]=1.Cl.[O:11]1[CH2:16][CH2:15][CH2:14][CH2:13][NH:12]1.C(N(C(C)C)C(C)C)C.FC(F)(F)C(O)=O.CN([CH:36]=[C:37]([N:43]1[CH:47]=[C:46]([C:48]#[N:49])[N:45]=[CH:44]1)[C:38](OCC)=[O:39])C. Product: [O:11]1[CH2:16][CH2:15][CH2:14][CH2:13][N:12]1[C:2]1[N:3]=[CH:4][N:5]=[C:6]([N:8]2[C:38](=[O:39])[C:37]([N:43]3[CH:47]=[C:46]([C:48]#[N:49])[N:45]=[CH:44]3)=[CH:36][NH:9]2)[CH:7]=1. The catalyst class is: 6. (6) Reactant: C(=O)([O-])[O-].[K+].[K+].[OH:7][C:8]1[C:13]([CH3:14])=[C:12]([OH:15])[CH:11]=[CH:10][C:9]=1[C:16]([C:18]1[CH:23]=[CH:22][CH:21]=[CH:20][CH:19]=1)=[O:17].Br[CH2:25][CH2:26][CH2:27][CH2:28][O:29][C:30]1[CH:37]=[CH:36][C:33]([C:34]#[N:35])=[CH:32][CH:31]=1. Product: [C:16]([C:9]1[CH:10]=[CH:11][C:12]([O:15][CH2:25][CH2:26][CH2:27][CH2:28][O:29][C:30]2[CH:31]=[CH:32][C:33]([C:34]#[N:35])=[CH:36][CH:37]=2)=[C:13]([CH3:14])[C:8]=1[OH:7])(=[O:17])[C:18]1[CH:19]=[CH:20][CH:21]=[CH:22][CH:23]=1. The catalyst class is: 21. (7) Reactant: [C:1]([C:3]1[CH:4]=[C:5]([N:9]=[C:10]=[O:11])[CH:6]=[CH:7][CH:8]=1)#[N:2].[CH:12]1([C:18]2[CH:23]=[CH:22][C:21]([NH:24][CH2:25][C:26]3[CH:39]=[CH:38][C:29]([C:30]([NH:32][C:33]4[N:34]=[N:35][NH:36][N:37]=4)=[O:31])=[CH:28][CH:27]=3)=[CH:20][CH:19]=2)[CH2:17][CH2:16][CH2:15][CH2:14][CH2:13]1. Product: [C:1]([C:3]1[CH:4]=[C:5]([NH:9][C:10](=[O:11])[N:24]([CH2:25][C:26]2[CH:27]=[CH:28][C:29]([C:30]([NH:32][C:33]3[N:34]=[N:35][NH:36][N:37]=3)=[O:31])=[CH:38][CH:39]=2)[C:21]2[CH:20]=[CH:19][C:18]([CH:12]3[CH2:17][CH2:16][CH2:15][CH2:14][CH2:13]3)=[CH:23][CH:22]=2)[CH:6]=[CH:7][CH:8]=1)#[N:2]. The catalyst class is: 68.